Dataset: Forward reaction prediction with 1.9M reactions from USPTO patents (1976-2016). Task: Predict the product of the given reaction. (1) Given the reactants [CH3:1][CH2:2][C@H:3]1[O:18][C:16](=[O:17])[C@H:15]([CH3:19])[C@@H:14]([O:20][C@@H:21]2[O:26][C@@H:25]([CH3:27])[C@H:24]([OH:28])[C@@:23]([O:30][CH3:31])([CH3:29])[CH2:22]2)[C@H:13]([CH3:32])[C@@H:12]([O:33][C@@H:34]2[O:39][C@H:38]([CH3:40])[CH2:37][C@H:36]([N:41]([CH3:43])[CH3:42])[C@H:35]2[OH:44])[C@@:11]([OH:46])([CH3:45])[CH2:10][C@@H:9]([CH3:47])[C:7](=O)[C@H:6]([CH3:48])[C@@H:5]([OH:49])[C@@:4]1([OH:51])[CH3:50].[NH2:52][OH:53], predict the reaction product. The product is: [CH3:1][CH2:2][C@H:3]1[O:18][C:16](=[O:17])[C@H:15]([CH3:19])[C@@H:14]([O:20][C@@H:21]2[O:26][C@@H:25]([CH3:27])[C@H:24]([OH:28])[C@@:23]([O:30][CH3:31])([CH3:29])[CH2:22]2)[C@H:13]([CH3:32])[C@@H:12]([O:33][C@@H:34]2[O:39][C@H:38]([CH3:40])[CH2:37][C@H:36]([N:41]([CH3:43])[CH3:42])[C@H:35]2[OH:44])[C@@:11]([OH:46])([CH3:45])[CH2:10][C@@H:9]([CH3:47])/[C:7](=[N:52]\[OH:53])/[C@H:6]([CH3:48])[C@@H:5]([OH:49])[C@@:4]1([OH:51])[CH3:50]. (2) Given the reactants [CH:1]1[C:10]2[C:5](=[CH:6][CH:7]=[CH:8][CH:9]=2)[CH:4]=[CH:3][C:2]=1[OH:11].[CH3:12][C:13](OC(C)=O)=[O:14].P(O)(C(C(F)(F)F)(F)F)(C(C(F)(F)F)(F)F)=O, predict the reaction product. The product is: [C:13]([O:11][C:2]1[CH:3]=[CH:4][C:5]2[C:10](=[CH:9][CH:8]=[CH:7][CH:6]=2)[CH:1]=1)(=[O:14])[CH3:12]. (3) Given the reactants [C:1]([C:3]1[CH:4]=[C:5]([NH:9][C:10](=[O:33])[NH:11][C:12]2[CH:17]=[CH:16][C:15]([S:18]([NH:21][CH2:22][C:23]3[CH:28]=[CH:27][C:26]([S:29](=[O:32])(=[O:31])[NH2:30])=[CH:25][CH:24]=3)(=[O:20])=[O:19])=[CH:14][CH:13]=2)[CH:6]=[CH:7][CH:8]=1)#[N:2].[CH2:34]([N:41]1[CH2:46][CH2:45][NH:44][CH2:43][CH2:42]1)[CH2:35][CH2:36][CH2:37][CH2:38][CH2:39][CH3:40], predict the reaction product. The product is: [CH2:34]([N:41]1[CH2:42][CH2:43][N:44]([C:1](=[NH:2])[C:3]2[CH:4]=[C:5]([NH:9][C:10](=[O:33])[NH:11][C:12]3[CH:17]=[CH:16][C:15]([S:18]([NH:21][CH2:22][C:23]4[CH:28]=[CH:27][C:26]([S:29](=[O:31])(=[O:32])[NH2:30])=[CH:25][CH:24]=4)(=[O:20])=[O:19])=[CH:14][CH:13]=3)[CH:6]=[CH:7][CH:8]=2)[CH2:45][CH2:46]1)[CH2:35][CH2:36][CH2:37][CH2:38][CH2:39][CH3:40].